This data is from Reaction yield outcomes from USPTO patents with 853,638 reactions. The task is: Predict the reaction yield, written as a fraction of the theoretical maximum amount of product (1.0 means a 100% yield; for example, 0.34 means a 34% yield). The reactants are [Br:1][C:2]1[CH:3]=[C:4]([CH2:8][C:9]([N:11]2[CH2:16][CH2:15][O:14][CH2:13][CH2:12]2)=O)[CH:5]=[N:6][CH:7]=1.B.C([O-])(O)=O.[Na+]. The catalyst is C1COCC1.O.CCOC(C)=O. The product is [Br:1][C:2]1[CH:3]=[C:4]([CH2:8][CH2:9][N:11]2[CH2:16][CH2:15][O:14][CH2:13][CH2:12]2)[CH:5]=[N:6][CH:7]=1. The yield is 0.530.